This data is from Forward reaction prediction with 1.9M reactions from USPTO patents (1976-2016). The task is: Predict the product of the given reaction. (1) Given the reactants [Br:1][C:2]1[C:8]([C:9]([F:12])([F:11])[F:10])=[CH:7][C:5]([NH2:6])=[CH:4][C:3]=1[Cl:13].ClCCl.[C:17](N1C=CN=C1)(N1C=CN=C1)=[S:18], predict the reaction product. The product is: [Br:1][C:2]1[C:8]([C:9]([F:10])([F:11])[F:12])=[CH:7][C:5]([N:6]=[C:17]=[S:18])=[CH:4][C:3]=1[Cl:13]. (2) Given the reactants [Si:1]([O:8][CH2:9][C@H:10]1[CH2:19][C:18]2[C:13](=[CH:14][CH:15]=[CH:16][C:17]=2/[CH:20]=[CH:21]/[C:22]([O:24][CH2:25][CH3:26])=[O:23])[C@H:12]([CH3:27])[N:11]1[C:28](=[O:38])[CH2:29][C:30]1[C:35]([Cl:36])=[CH:34][CH:33]=[CH:32][C:31]=1[Cl:37])([C:4]([CH3:7])([CH3:6])[CH3:5])([CH3:3])[CH3:2], predict the reaction product. The product is: [Si:1]([O:8][CH2:9][C@H:10]1[CH2:19][C:18]2[C:13](=[CH:14][CH:15]=[CH:16][C:17]=2[CH2:20][CH2:21][C:22]([O:24][CH2:25][CH3:26])=[O:23])[C@H:12]([CH3:27])[N:11]1[C:28](=[O:38])[CH2:29][C:30]1[C:31]([Cl:37])=[CH:32][CH:33]=[CH:34][C:35]=1[Cl:36])([C:4]([CH3:5])([CH3:6])[CH3:7])([CH3:3])[CH3:2]. (3) Given the reactants [Br:1][C:2]1[N:7]=[C:6]([NH:8][CH2:9][CH:10]2[CH2:15][CH2:14][O:13][CH2:12][CH2:11]2)[C:5]([Cl:16])=[CH:4][C:3]=1[Cl:17].BrC1N=C(NCC2CCOCC2)C(Cl)=CC=1.C1C(=O)N(Cl)C(=O)C1, predict the reaction product. The product is: [Br:1][C:2]1[N:7]=[C:6]([NH:8][CH2:9][CH:10]2[CH2:11][CH2:12][O:13][CH2:14][CH2:15]2)[C:5]([Cl:16])=[CH:4][C:3]=1[Cl:17].